From a dataset of Reaction yield outcomes from USPTO patents with 853,638 reactions. Predict the reaction yield, written as a fraction of the theoretical maximum amount of product (1.0 means a 100% yield; for example, 0.34 means a 34% yield). (1) The reactants are COC([CH:5]1[CH2:10][C:9]([C:26]#[N:27])([C:11]2[CH:16]=[CH:15][C:14]([O:17][CH2:18][CH2:19][CH2:20][N:21]3[CH2:25][CH2:24][CH2:23][CH2:22]3)=[CH:13][CH:12]=2)[CH2:8][CH2:7][C:6]1=[O:28])=O.CS(C)=O.[Cl-].[Na+]. The catalyst is O. The product is [O:28]=[C:6]1[CH2:5][CH2:10][C:9]([C:11]2[CH:16]=[CH:15][C:14]([O:17][CH2:18][CH2:19][CH2:20][N:21]3[CH2:25][CH2:24][CH2:23][CH2:22]3)=[CH:13][CH:12]=2)([C:26]#[N:27])[CH2:8][CH2:7]1. The yield is 0.455. (2) The reactants are C[N:2]1[CH2:6][CH2:5][CH:4]([C:7]([O:9]CC)=[O:8])[C:3]1=[O:12].[Si](O[K])(C)(C)C.Cl. The catalyst is C1COCC1. The product is [O:12]=[C:3]1[CH:4]([C:7]([OH:9])=[O:8])[CH2:5][CH2:6][NH:2]1. The yield is 0.420.